This data is from Forward reaction prediction with 1.9M reactions from USPTO patents (1976-2016). The task is: Predict the product of the given reaction. (1) The product is: [C:37]1([C:40]2[CH:41]=[CH:42][CH:43]=[CH:44][CH:45]=2)[CH:38]=[CH:39][C:34]([CH2:33][O:32][C:31]2[CH:46]=[CH:47][C:28]([O:27][CH2:26][CH2:25][O:1][C:2]3[CH:19]=[CH:18][C:17]([C:20]([O:22][CH3:23])=[O:21])=[CH:16][C:3]=3[C:4]([N:6]3[CH2:11][CH2:10][CH:9]([C:12]([O:14][CH3:15])=[O:13])[CH2:8][CH2:7]3)=[O:5])=[CH:29][CH:30]=2)=[CH:35][CH:36]=1. Given the reactants [OH:1][C:2]1[CH:19]=[CH:18][C:17]([C:20]([O:22][CH3:23])=[O:21])=[CH:16][C:3]=1[C:4]([N:6]1[CH2:11][CH2:10][CH:9]([C:12]([O:14][CH3:15])=[O:13])[CH2:8][CH2:7]1)=[O:5].Br[CH2:25][CH2:26][O:27][C:28]1[CH:47]=[CH:46][C:31]([O:32][CH2:33][C:34]2[CH:39]=[CH:38][C:37]([C:40]3[CH:45]=[CH:44][CH:43]=[CH:42][CH:41]=3)=[CH:36][CH:35]=2)=[CH:30][CH:29]=1, predict the reaction product. (2) Given the reactants I[C:2]1[CH:3]=[C:4]2[C:25](=[CH:26][C:27]=1[N+:28]([O-:30])=[O:29])[CH2:24][C@:6]1([C:14]3[C:9](=[N:10][CH:11]=[CH:12][CH:13]=3)[N:8]([CH2:15][O:16][CH2:17][CH2:18][Si:19]([CH3:22])([CH3:21])[CH3:20])[C:7]1=[O:23])[CH2:5]2.[Cl-].[C:32]([O:36][C:37](=[O:40])[CH2:38][Zn+])([CH3:35])([CH3:34])[CH3:33], predict the reaction product. The product is: [N+:28]([C:27]1[CH:26]=[C:25]2[C:4]([CH2:5][C@:6]3([CH2:24]2)[C:14]2[C:9](=[N:10][CH:11]=[CH:12][CH:13]=2)[N:8]([CH2:15][O:16][CH2:17][CH2:18][Si:19]([CH3:22])([CH3:21])[CH3:20])[C:7]3=[O:23])=[CH:3][C:2]=1[CH2:38][C:37]([O:36][C:32]([CH3:35])([CH3:34])[CH3:33])=[O:40])([O-:30])=[O:29]. (3) The product is: [Cl:5][C:6]1[CH:11]=[CH:10][C:9]([C:12]2[CH:13]=[CH:14][C:15]([C:18]#[C:19][C:20]3[CH:21]=[C:22]4[C:27](=[CH:28][CH:29]=3)[N:26]=[C:25]([CH2:30][N:43]3[CH2:44][CH2:45][CH:40]([CH3:39])[CH2:41][CH2:42]3)[CH:24]=[C:23]4[CH3:32])=[N:16][CH:17]=2)=[CH:8][CH:7]=1. Given the reactants S(Cl)(Cl)=O.[Cl:5][C:6]1[CH:11]=[CH:10][C:9]([C:12]2[CH:13]=[CH:14][C:15]([C:18]#[C:19][C:20]3[CH:21]=[C:22]4[C:27](=[CH:28][CH:29]=3)[N:26]=[C:25]([CH2:30]O)[CH:24]=[C:23]4[CH3:32])=[N:16][CH:17]=2)=[CH:8][CH:7]=1.N1C=CC=CC=1.[CH3:39][CH:40]1[CH2:45][CH2:44][NH:43][CH2:42][CH2:41]1, predict the reaction product. (4) The product is: [Cl:37][C:34]1[S:33][C:32]([C:30]2[O:29][N:28]=[C:27]([CH2:26][N:12]3[C:8]4=[CH:7][S:6][C:5]([C:3]([OH:2])=[O:4])=[C:9]4[N:10]=[C:11]3[C:13](=[O:24])[NH:14][CH:15]3[CH2:16][CH2:17][N:18]([CH:21]4[CH2:23][CH2:22]4)[CH2:19][CH2:20]3)[CH:31]=2)=[CH:36][CH:35]=1.[Cl:37][C:34]1[S:33][C:32]([C:30]2[O:29][N:28]=[C:27]([CH2:26][N:10]3[C:9]4=[C:5]([C:3]([OH:2])=[O:4])[S:6][CH:7]=[C:8]4[N:12]=[C:11]3[C:13](=[O:24])[NH:14][CH:15]3[CH2:16][CH2:17][N:18]([CH:21]4[CH2:23][CH2:22]4)[CH2:19][CH2:20]3)[CH:31]=2)=[CH:36][CH:35]=1. Given the reactants C[O:2][C:3]([C:5]1[S:6][CH:7]=[C:8]2[NH:12][C:11]([C:13](=[O:24])[NH:14][CH:15]3[CH2:20][CH2:19][N:18]([CH:21]4[CH2:23][CH2:22]4)[CH2:17][CH2:16]3)=[N:10][C:9]=12)=[O:4].Br[CH2:26][C:27]1[CH:31]=[C:30]([C:32]2[S:33][C:34]([Cl:37])=[CH:35][CH:36]=2)[O:29][N:28]=1.CC#N.O, predict the reaction product. (5) Given the reactants [C:1]1([OH:7])[CH:6]=[CH:5][CH:4]=[CH:3][CH:2]=1.C(=O)([O-])[O-].[K+].[K+].Br[CH2:15][CH2:16][C@H:17]([NH:34][C:35](=[O:41])[O:36][C:37]([CH3:40])([CH3:39])[CH3:38])[C:18]1[N:23]([C:24]2[CH:29]=[CH:28][CH:27]=[CH:26][CH:25]=2)[C:22](=[O:30])[C:21]2=[CH:31][CH:32]=[CH:33][N:20]2[N:19]=1.[I-].[K+].C(=O)(O)[O-].[Na+], predict the reaction product. The product is: [O:30]=[C:22]1[C:21]2=[CH:31][CH:32]=[CH:33][N:20]2[N:19]=[C:18]([C@@H:17]([NH:34][C:35](=[O:41])[O:36][C:37]([CH3:40])([CH3:38])[CH3:39])[CH2:16][CH2:15][O:7][C:1]2[CH:6]=[CH:5][CH:4]=[CH:3][CH:2]=2)[N:23]1[C:24]1[CH:25]=[CH:26][CH:27]=[CH:28][CH:29]=1.